Dataset: NCI-60 drug combinations with 297,098 pairs across 59 cell lines. Task: Regression. Given two drug SMILES strings and cell line genomic features, predict the synergy score measuring deviation from expected non-interaction effect. Drug 1: C1=CC(=CC=C1CC(C(=O)O)N)N(CCCl)CCCl.Cl. Synergy scores: CSS=23.6, Synergy_ZIP=-9.17, Synergy_Bliss=-0.703, Synergy_Loewe=-1.28, Synergy_HSA=-1.32. Drug 2: C1=NC2=C(N=C(N=C2N1C3C(C(C(O3)CO)O)O)F)N. Cell line: HOP-62.